From a dataset of NCI-60 drug combinations with 297,098 pairs across 59 cell lines. Regression. Given two drug SMILES strings and cell line genomic features, predict the synergy score measuring deviation from expected non-interaction effect. (1) Drug 1: CC1CCC2CC(C(=CC=CC=CC(CC(C(=O)C(C(C(=CC(C(=O)CC(OC(=O)C3CCCCN3C(=O)C(=O)C1(O2)O)C(C)CC4CCC(C(C4)OC)O)C)C)O)OC)C)C)C)OC. Drug 2: CC1=C(C(=CC=C1)Cl)NC(=O)C2=CN=C(S2)NC3=CC(=NC(=N3)C)N4CCN(CC4)CCO. Cell line: SN12C. Synergy scores: CSS=10.1, Synergy_ZIP=-6.02, Synergy_Bliss=-5.63, Synergy_Loewe=-9.87, Synergy_HSA=-9.82. (2) Drug 1: C1=CC(=C2C(=C1NCCNCCO)C(=O)C3=C(C=CC(=C3C2=O)O)O)NCCNCCO. Drug 2: CC1=C(C(CCC1)(C)C)C=CC(=CC=CC(=CC(=O)O)C)C. Cell line: HCT-15. Synergy scores: CSS=47.3, Synergy_ZIP=-3.88, Synergy_Bliss=-7.14, Synergy_Loewe=-40.3, Synergy_HSA=-7.20. (3) Drug 1: C1=NC2=C(N=C(N=C2N1C3C(C(C(O3)CO)O)O)F)N. Drug 2: CC12CCC3C(C1CCC2O)C(CC4=C3C=CC(=C4)O)CCCCCCCCCS(=O)CCCC(C(F)(F)F)(F)F. Cell line: OVCAR-4. Synergy scores: CSS=4.28, Synergy_ZIP=0.389, Synergy_Bliss=4.77, Synergy_Loewe=2.12, Synergy_HSA=2.64. (4) Drug 1: COC1=CC(=CC(=C1O)OC)C2C3C(COC3=O)C(C4=CC5=C(C=C24)OCO5)OC6C(C(C7C(O6)COC(O7)C8=CC=CS8)O)O. Drug 2: C1CCC(C(C1)N)N.C(=O)(C(=O)[O-])[O-].[Pt+4]. Cell line: RPMI-8226. Synergy scores: CSS=70.8, Synergy_ZIP=0.950, Synergy_Bliss=0.0459, Synergy_Loewe=0.337, Synergy_HSA=4.42. (5) Drug 1: CC1=C(C=C(C=C1)C(=O)NC2=CC(=CC(=C2)C(F)(F)F)N3C=C(N=C3)C)NC4=NC=CC(=N4)C5=CN=CC=C5. Cell line: HCT116. Synergy scores: CSS=32.5, Synergy_ZIP=-2.13, Synergy_Bliss=-5.67, Synergy_Loewe=-37.1, Synergy_HSA=-5.68. Drug 2: CCC1(C2=C(COC1=O)C(=O)N3CC4=CC5=C(C=CC(=C5CN(C)C)O)N=C4C3=C2)O.Cl. (6) Drug 1: C1=CC(=CC=C1CCC2=CNC3=C2C(=O)NC(=N3)N)C(=O)NC(CCC(=O)O)C(=O)O. Drug 2: CCCCCOC(=O)NC1=NC(=O)N(C=C1F)C2C(C(C(O2)C)O)O. Synergy scores: CSS=43.2, Synergy_ZIP=3.10, Synergy_Bliss=3.52, Synergy_Loewe=-17.8, Synergy_HSA=2.99. Cell line: COLO 205.